From a dataset of Reaction yield outcomes from USPTO patents with 853,638 reactions. Predict the reaction yield, written as a fraction of the theoretical maximum amount of product (1.0 means a 100% yield; for example, 0.34 means a 34% yield). (1) The reactants are Br[C:2]1[C:3]([C:8]([C:10]2[CH:15]=[CH:14][C:13]([Cl:16])=[CH:12][CH:11]=2)=[O:9])=[N:4][N:5]([CH3:7])[CH:6]=1.Br[C:2]1[C:3]([C:8]([C:10]2[CH:15]=[CH:14][C:13]([Cl:16])=[CH:12][CH:11]=2)=[O:9])=[N:4][N:5]([CH3:7])[CH:6]=1.C([O-])([O-])=O.[K+].[K+].[C:39]([O:42][CH2:43][C:44]1[O:48][N:47]=[C:46]([CH3:49])[C:45]=1B1OC(C)(C)C(C)(C)O1)(=[O:41])[CH3:40].C(Cl)Cl. The catalyst is O.O1CCOCC1.C1C=CC(P(C2C=CC=CC=2)[C-]2C=CC=C2)=CC=1.C1C=CC(P(C2C=CC=CC=2)[C-]2C=CC=C2)=CC=1.Cl[Pd]Cl.[Fe+2]. The product is [C:39]([O:42][CH2:43][C:44]1[O:48][N:47]=[C:46]([CH3:49])[C:45]=1[C:2]1[C:3]([C:8](=[O:9])[C:10]2[CH:15]=[CH:14][C:13]([Cl:16])=[CH:12][CH:11]=2)=[N:4][N:5]([CH3:7])[CH:6]=1)(=[O:41])[CH3:40]. The yield is 0.470. (2) The reactants are [Cl:1][C:2]1[CH:10]=[C:9]2[C:5]([CH:6]=[CH:7][NH:8]2)=[CH:4][C:3]=1B1OCC(C)(C)CO1.[C:19](=O)([O-])[O-:20].[K+].[K+].Br[C:26]1[CH:27]=[N:28][C:29]([N:32]2[CH2:37][CH2:36][O:35][CH2:34][CH2:33]2)=[N:30][CH:31]=1. The catalyst is O1CCOCC1.CN(C=O)C.C1C=CC(P(C2C=CC=CC=2)[C-]2C=CC=C2)=CC=1.C1C=CC(P(C2C=CC=CC=2)[C-]2C=CC=C2)=CC=1.Cl[Pd]Cl.[Fe+2]. The product is [Cl:1][C:2]1[CH:10]=[C:9]2[C:5]([C:6]([CH:19]=[O:20])=[CH:7][NH:8]2)=[CH:4][C:3]=1[C:26]1[CH:27]=[N:28][C:29]([N:32]2[CH2:37][CH2:36][O:35][CH2:34][CH2:33]2)=[N:30][CH:31]=1. The yield is 0.794. (3) The reactants are [C:1]([O:5][C:6]([N:8]1[CH2:12][CH2:11][CH2:10][CH:9]1[C:13]1[NH:14][C:15]([C:18]2[CH:23]=[CH:22][C:21]([C:24]3[CH:29]=[CH:28][C:27](Cl)=[CH:26][C:25]=3[C:31]#[N:32])=[CH:20][CH:19]=2)=[CH:16][N:17]=1)=[O:7])([CH3:4])([CH3:3])[CH3:2].[B:33]1([B:33]2[O:37][C:36]([CH3:39])([CH3:38])[C:35]([CH3:41])([CH3:40])[O:34]2)[O:37][C:36]([CH3:39])([CH3:38])[C:35]([CH3:41])([CH3:40])[O:34]1.CC(C1C=C(C(C)C)C(C2C=CC=CC=2P(C2CCCCC2)C2CCCCC2)=C(C(C)C)C=1)C.C([O-])(=O)C.[K+]. The catalyst is O1CCOCC1.C1C=CC(/C=C/C(/C=C/C2C=CC=CC=2)=O)=CC=1.C1C=CC(/C=C/C(/C=C/C2C=CC=CC=2)=O)=CC=1.C1C=CC(/C=C/C(/C=C/C2C=CC=CC=2)=O)=CC=1.[Pd].[Pd]. The product is [C:1]([O:5][C:6]([N:8]1[CH2:12][CH2:11][CH2:10][CH:9]1[C:13]1[NH:14][C:15]([C:18]2[CH:23]=[CH:22][C:21]([C:24]3[CH:29]=[CH:28][C:27]([B:33]4[O:37][C:36]([CH3:39])([CH3:38])[C:35]([CH3:41])([CH3:40])[O:34]4)=[CH:26][C:25]=3[C:31]#[N:32])=[CH:20][CH:19]=2)=[CH:16][N:17]=1)=[O:7])([CH3:4])([CH3:3])[CH3:2]. The yield is 0.780. (4) The reactants are [CH3:1][O-:2].[Na+].[Na].F[C:6]1[CH:11]=[CH:10][C:9]([N+:12]([O-:14])=[O:13])=[C:8]([CH2:15][C:16]([O:20]C)(OC)[CH3:17])[C:7]=1[F:22]. The catalyst is CO. The product is [C:16]([CH2:15][C:8]1[C:7]([F:22])=[C:6]([O:2][CH3:1])[CH:11]=[CH:10][C:9]=1[N+:12]([O-:14])=[O:13])(=[O:20])[CH3:17]. The yield is 0.900.